From a dataset of Forward reaction prediction with 1.9M reactions from USPTO patents (1976-2016). Predict the product of the given reaction. Given the reactants [CH:1]1([CH2:6][CH:7]([C:11]2[CH:16]=[CH:15][C:14]([O:17][C:18]([F:21])([F:20])[F:19])=[CH:13][CH:12]=2)[C:8]([OH:10])=O)[CH2:5][CH2:4][CH2:3][CH2:2]1.C(Cl)(=O)C(Cl)=O.[NH2:28][C:29]1[S:30][CH:31]=[CH:32][N:33]=1.C(N(CC)C(C)C)(C)C, predict the reaction product. The product is: [CH:1]1([CH2:6][CH:7]([C:11]2[CH:16]=[CH:15][C:14]([O:17][C:18]([F:21])([F:20])[F:19])=[CH:13][CH:12]=2)[C:8]([NH:28][C:29]2[S:30][CH:31]=[CH:32][N:33]=2)=[O:10])[CH2:2][CH2:3][CH2:4][CH2:5]1.